This data is from Reaction yield outcomes from USPTO patents with 853,638 reactions. The task is: Predict the reaction yield, written as a fraction of the theoretical maximum amount of product (1.0 means a 100% yield; for example, 0.34 means a 34% yield). (1) The reactants are [C:1]([O:5][C:6]([N:8]1[CH2:17][CH2:16][C:15]2[C:10](=[CH:11][CH:12]=[C:13]([C:18]([O-:20])=O)[CH:14]=2)[CH2:9]1)=[O:7])([CH3:4])([CH3:3])[CH3:2].[K+].C(Cl)CCl.C1C=CC2N(O)N=NC=2C=1.[CH:36]([N:39]1[CH2:45][CH2:44][CH2:43][NH:42][CH2:41][CH2:40]1)([CH3:38])[CH3:37]. The catalyst is CN(C=O)C. The product is [C:1]([O:5][C:6]([N:8]1[CH2:17][CH2:16][C:15]2[C:10](=[CH:11][CH:12]=[C:13]([C:18]([N:42]3[CH2:43][CH2:44][CH2:45][N:39]([CH:36]([CH3:38])[CH3:37])[CH2:40][CH2:41]3)=[O:20])[CH:14]=2)[CH2:9]1)=[O:7])([CH3:3])([CH3:2])[CH3:4]. The yield is 0.890. (2) The reactants are C(O)(C(F)(F)F)=O.[CH:8]([C:11]1[N:12]=[C:13]([C:16]2[CH:25]=[C:24]([O:26][CH:27]3[CH2:45][CH:44]4[N:29]([C:30](=[O:65])[N:31](CC5C=CC(OC)=CC=5)[CH2:32][CH2:33][CH2:34][CH2:35][CH2:36][CH:37]=[CH:38][CH:39]5[C:41]([C:47]([NH:49][S:50]([CH:53]6[CH2:55][CH2:54]6)(=[O:52])=[O:51])=[O:48])([NH:42][C:43]4=[O:46])[CH2:40]5)[CH2:28]3)[C:23]3[C:18](=[C:19]([CH3:68])[C:20]([O:66][CH3:67])=[CH:21][CH:22]=3)[N:17]=2)[S:14][CH:15]=1)([CH3:10])[CH3:9].O.C([O-])(O)=O.[Na+]. The catalyst is C(Cl)Cl. The product is [CH:8]([C:11]1[N:12]=[C:13]([C:16]2[CH:25]=[C:24]([O:26][CH:27]3[CH2:45][CH:44]4[N:29]([C:30](=[O:65])[NH:31][CH2:32][CH2:33][CH2:34][CH2:35][CH2:36][CH:37]=[CH:38][CH:39]5[C:41]([C:47]([NH:49][S:50]([CH:53]6[CH2:55][CH2:54]6)(=[O:52])=[O:51])=[O:48])([NH:42][C:43]4=[O:46])[CH2:40]5)[CH2:28]3)[C:23]3[C:18](=[C:19]([CH3:68])[C:20]([O:66][CH3:67])=[CH:21][CH:22]=3)[N:17]=2)[S:14][CH:15]=1)([CH3:10])[CH3:9]. The yield is 0.730. (3) The reactants are Cl[C:2]1[N:3]=[C:4]([N:18]2[CH2:23][CH2:22][O:21][CH2:20][C@@H:19]2[CH3:24])[C:5]2[CH2:10][N:9]([C:11]([O:13][C:14]([CH3:17])([CH3:16])[CH3:15])=[O:12])[CH2:8][C:6]=2[N:7]=1.[CH2:25]([NH:27][C:28]([NH:30][C:31]1[CH:36]=[CH:35][C:34](B2OC(C)(C)C(C)(C)O2)=[C:33]([F:46])[CH:32]=1)=[O:29])[CH3:26].ClCCl.C(=O)([O-])[O-].[Na+].[Na+]. The catalyst is C1C=CC(P(C2C=CC=CC=2)[C-]2C=CC=C2)=CC=1.C1C=CC(P(C2C=CC=CC=2)[C-]2C=CC=C2)=CC=1.Cl[Pd]Cl.[Fe+2].CCO.O.COCCOC. The product is [CH2:25]([NH:27][C:28](=[O:29])[NH:30][C:31]1[CH:36]=[CH:35][C:34]([C:2]2[N:3]=[C:4]([N:18]3[CH2:23][CH2:22][O:21][CH2:20][C@@H:19]3[CH3:24])[C:5]3[CH2:10][N:9]([C:11]([O:13][C:14]([CH3:17])([CH3:16])[CH3:15])=[O:12])[CH2:8][C:6]=3[N:7]=2)=[C:33]([F:46])[CH:32]=1)[CH3:26]. The yield is 0.130. (4) The reactants are [OH:1][C:2]([C:34]1[CH:39]=[CH:38][CH:37]=[CH:36][CH:35]=1)([C:28]1[CH:33]=[CH:32][CH:31]=[CH:30][CH:29]=1)[CH:3]1[CH2:8][CH2:7][N:6]([CH2:9][CH2:10][CH2:11][C:12]([C:14]2[CH:19]=[CH:18][C:17]([C:20]([CH3:27])([CH3:26])[C:21]([O:23]CC)=[O:22])=[CH:16][CH:15]=2)=[O:13])[CH2:5][CH2:4]1.[OH-].[Na+].[BH4-].[Na+].CC(C)=O.[ClH:48]. The catalyst is O.CO. The product is [OH2:1].[ClH:48].[OH:1][C:2]([C:34]1[CH:35]=[CH:36][CH:37]=[CH:38][CH:39]=1)([C:28]1[CH:29]=[CH:30][CH:31]=[CH:32][CH:33]=1)[CH:3]1[CH2:8][CH2:7][N:6]([CH2:9][CH2:10][CH2:11][CH:12]([C:14]2[CH:19]=[CH:18][C:17]([C:20]([CH3:27])([CH3:26])[C:21]([OH:23])=[O:22])=[CH:16][CH:15]=2)[OH:13])[CH2:5][CH2:4]1. The yield is 0.980. (5) The reactants are [Br:1][C:2]1[CH:3]=[CH:4][C:5]2[O:10][CH2:9][C@H:8]([CH2:11][OH:12])[O:7][C:6]=2[CH:13]=1.[C:14]1(O)[CH:19]=[CH:18][CH:17]=[CH:16][CH:15]=1.C1(P(C2C=CC=CC=2)C2C=CC=CC=2)C=CC=CC=1.CCOC(/N=N/C(OCC)=O)=O. The catalyst is C1COCC1. The product is [Br:1][C:2]1[CH:3]=[CH:4][C:5]2[O:10][CH2:9][C@H:8]([CH2:11][O:12][C:14]3[CH:19]=[CH:18][CH:17]=[CH:16][CH:15]=3)[O:7][C:6]=2[CH:13]=1. The yield is 0.490. (6) The reactants are [CH3:1][C:2]1[CH:3]=[CH:4][CH:5]=[C:6]([NH2:11])[C:7]=1[C:8]([OH:10])=[O:9].Cl[C:13](Cl)([O:15]C(=O)OC(Cl)(Cl)Cl)Cl.C(=O)([O-])O.[Na+]. The catalyst is O1CCCC1. The product is [CH3:1][C:2]1[C:7]2[C:8](=[O:10])[O:9][C:13](=[O:15])[NH:11][C:6]=2[CH:5]=[CH:4][CH:3]=1. The yield is 0.700. (7) The yield is 0.630. The reactants are [Br:1][C:2]1[C:3]([N:23]2[CH2:28][CH2:27][CH2:26][C@@H:25]([NH:29]C(=O)OC(C)(C)C)[CH2:24]2)=[C:4]2[C:10]([NH:11][C:12](=[O:22])[C:13]3[CH:18]=[CH:17][C:16]([O:19][CH3:20])=[C:15]([F:21])[CH:14]=3)=[CH:9][NH:8][C:5]2=[N:6][CH:7]=1.C(O)(C(F)(F)F)=O.[ClH:44]. The product is [ClH:44].[NH2:29][C@@H:25]1[CH2:26][CH2:27][CH2:28][N:23]([C:3]2[C:2]([Br:1])=[CH:7][N:6]=[C:5]3[NH:8][CH:9]=[C:10]([NH:11][C:12](=[O:22])[C:13]4[CH:18]=[CH:17][C:16]([O:19][CH3:20])=[C:15]([F:21])[CH:14]=4)[C:4]=23)[CH2:24]1. The catalyst is C(Cl)Cl.CCOCC. (8) The product is [F:43][C:42]([F:45])([F:44])[S:39]([C:13]1([OH:14])[C:15]2[O:19][C@@H:18]3[C@@:17]45[CH2:31][CH2:30][N:28]([CH3:29])[C@@H:25]([C@@H:24]4[CH:23]=[CH:22][C@@H:20]3[OH:21])[CH2:26][C:27]([C:16]5=2)=[CH:11][CH2:12]1)(=[O:41])=[O:40]. The yield is 0.620. The catalyst is C(Cl)Cl. The reactants are O.O.O.O.O.S(O)(O)(=O)=O.[CH:11]1[C:27]2[CH2:26][C@H:25]3[N:28]([CH2:30][CH2:31][C@@:17]45[C@H:24]3[CH:23]=[CH:22][C@H:20]([OH:21])[C@@H:18]4[O:19][C:15]([C:16]=25)=[C:13]([OH:14])[CH:12]=1)[CH3:29].C1C=CC(N[S:39]([C:42]([F:45])([F:44])[F:43])(=[O:41])=[O:40])=CC=1.C(N(CC)CC)C. (9) The reactants are [C:1]([O:5][C:6](=[O:25])[NH:7][CH2:8][CH2:9][C:10]1[CH:15]=[CH:14][C:13]([O:16][C:17]2[CH:22]=[CH:21][CH:20]=[C:19]([C:23]#[N:24])[N:18]=2)=[CH:12][CH:11]=1)([CH3:4])([CH3:3])[CH3:2].C([O-])([O-])=[O:27].[K+].[K+].OO. The catalyst is CS(C)=O. The product is [C:1]([O:5][C:6](=[O:25])[NH:7][CH2:8][CH2:9][C:10]1[CH:15]=[CH:14][C:13]([O:16][C:17]2[CH:22]=[CH:21][CH:20]=[C:19]([C:23](=[O:27])[NH2:24])[N:18]=2)=[CH:12][CH:11]=1)([CH3:4])([CH3:2])[CH3:3]. The yield is 0.795. (10) The reactants are [CH3:1][O:2][C:3]([C:5]1[C:13]2[N:12]=[C:11]([CH2:14][S:15][CH2:16][CH2:17]Cl)[NH:10][C:9]=2[CH:8]=[CH:7][CH:6]=1)=[O:4].[NH:19]1[CH2:24][CH2:23][O:22][CH2:21][CH2:20]1. The catalyst is CN(C=O)C. The product is [CH3:1][O:2][C:3]([C:5]1[C:13]2[N:12]=[C:11]([CH2:14][S:15][CH2:16][CH2:17][N:19]3[CH2:24][CH2:23][O:22][CH2:21][CH2:20]3)[NH:10][C:9]=2[CH:8]=[CH:7][CH:6]=1)=[O:4]. The yield is 0.510.